The task is: Predict the reactants needed to synthesize the given product.. This data is from Full USPTO retrosynthesis dataset with 1.9M reactions from patents (1976-2016). (1) Given the product [ClH:19].[Cl:19][C:16]1[CH:17]=[CH:18][C:11]2[CH2:10][CH2:9][NH:8][CH2:14][CH2:13][C:12]=2[C:15]=1[S:20][CH2:21][C:28]1[CH:33]=[CH:32][C:31]([O:34][CH2:35][C:36]([CH3:39])([CH3:38])[CH3:37])=[CH:30][CH:29]=1, predict the reactants needed to synthesize it. The reactants are: C(OC([N:8]1[CH2:14][CH2:13][C:12]2[C:15]([S:20][C:21](=O)N(C)C)=[C:16]([Cl:19])[CH:17]=[CH:18][C:11]=2[CH2:10][CH2:9]1)=O)(C)(C)C.BrC[C:28]1[CH:33]=[CH:32][C:31]([O:34][CH2:35][C:36]([CH3:39])([CH3:38])[CH3:37])=[CH:30][CH:29]=1. (2) Given the product [NH2:33][C:16]1[N:15]=[C:14]([O:13][C:10]2[CH:11]=[CH:12][C:7]([CH2:6][CH:5]([O:34][CH2:35][CH3:36])[C:4]([OH:37])=[O:3])=[CH:8][CH:9]=2)[CH:19]=[C:18]([N:20]2[CH2:25][CH2:24][N:23]([CH2:26][C:27]3[CH:28]=[CH:29][CH:30]=[CH:31][CH:32]=3)[CH2:22][CH2:21]2)[N:17]=1, predict the reactants needed to synthesize it. The reactants are: C([O:3][C:4](=[O:37])[CH:5]([O:34][CH2:35][CH3:36])[CH2:6][C:7]1[CH:12]=[CH:11][C:10]([O:13][C:14]2[CH:19]=[C:18]([N:20]3[CH2:25][CH2:24][N:23]([CH2:26][C:27]4[CH:32]=[CH:31][CH:30]=[CH:29][CH:28]=4)[CH2:22][CH2:21]3)[N:17]=[C:16]([NH2:33])[N:15]=2)=[CH:9][CH:8]=1)C. (3) Given the product [NH:23]1[CH2:28][CH2:27][N:26]([CH:2]([C:4]2[CH:17]=[CH:16][C:15]3[C:14](=[O:18])[C:13]4[C:8](=[CH:9][CH:10]=[CH:11][CH:12]=4)[C:7](=[O:19])[C:6]=3[CH:5]=2)[CH3:3])[CH2:25][CH2:24]1, predict the reactants needed to synthesize it. The reactants are: Br[CH:2]([C:4]1[CH:17]=[CH:16][C:15]2[C:14](=[O:18])[C:13]3[C:8](=[CH:9][CH:10]=[CH:11][CH:12]=3)[C:7](=[O:19])[C:6]=2[CH:5]=1)[CH3:3].C(O)C.[NH:23]1[CH2:28][CH2:27][NH:26][CH2:25][CH2:24]1.Cl. (4) Given the product [C:12]([N:8]1[C:9]2[C:4](=[CH:3][C:2]([Cl:1])=[CH:11][CH:10]=2)[C@H:5]([N:21]([C:22]2[CH:23]=[CH:24][CH:25]=[CH:26][CH:27]=2)[C:28](=[O:30])[CH3:29])[CH2:6][C@@H:7]1[CH3:20])(=[O:13])[C:14]1[CH:19]=[CH:18][CH:17]=[CH:16][CH:15]=1, predict the reactants needed to synthesize it. The reactants are: [Cl:1][C:2]1[CH:3]=[C:4]2[C:9](=[CH:10][CH:11]=1)[N:8]([C:12]([C:14]1[CH:19]=[CH:18][CH:17]=[CH:16][CH:15]=1)=[O:13])[C@@H:7]([CH3:20])[CH2:6][C@H:5]2[NH:21][C:22]1[CH:27]=[CH:26][CH:25]=[CH:24][CH:23]=1.[C:28](Cl)(=[O:30])[CH3:29]. (5) The reactants are: [CH3:1][C@:2]12[CH2:22][CH2:21][C:16]3([O:20][CH2:19][CH2:18][O:17]3)[CH2:15][CH:14]1[CH2:13][CH2:12][C@@H:11]1[C@@H:3]2[C@@H:4]([OH:30])[CH2:5][C@@:6]2([CH3:29])[C@H:10]1[CH2:9][CH2:8][C@@H:7]2[C:23]1([CH3:28])OCC[O:24]1.OS(O)(=O)=O. Given the product [OH:30][C@@H:4]1[C@H:3]2[C@@H:11]([CH2:12][CH2:13][CH:14]3[C@:2]2([CH3:1])[CH2:22][CH2:21][C:16]2([O:20][CH2:19][CH2:18][O:17]2)[CH2:15]3)[C@H:10]2[C@@:6]([CH3:29])([C@@H:7]([C:23](=[O:24])[CH3:28])[CH2:8][CH2:9]2)[CH2:5]1, predict the reactants needed to synthesize it. (6) The reactants are: [CH:1]1([N:5]2[CH2:11][CH2:10][C:9]3[CH:12]=[CH:13][C:14]([O:16][C:17]4[S:18][C:19]([N+:22]([O-])=O)=[CH:20][N:21]=4)=[CH:15][C:8]=3[CH2:7][CH2:6]2)[CH2:4][CH2:3][CH2:2]1.C(=O)(O)[O-].[Na+].[C:30](O)(=[O:32])[CH3:31]. Given the product [CH:1]1([N:5]2[CH2:11][CH2:10][C:9]3[CH:12]=[CH:13][C:14]([O:16][C:17]4[S:18][C:19]([NH:22][C:30](=[O:32])[CH3:31])=[CH:20][N:21]=4)=[CH:15][C:8]=3[CH2:7][CH2:6]2)[CH2:4][CH2:3][CH2:2]1, predict the reactants needed to synthesize it. (7) Given the product [CH3:23][N:24]([CH2:25][CH:26]1[CH2:31][CH2:30][O:29][CH2:28][CH2:27]1)[C:19]([C:12]1[C:13]([C:15]([F:18])([F:17])[F:16])=[N:14][C:9]([NH:8][C:4]2[CH:5]=[CH:6][CH:7]=[C:2]([Cl:1])[CH:3]=2)=[N:10][CH:11]=1)=[O:20], predict the reactants needed to synthesize it. The reactants are: [Cl:1][C:2]1[CH:3]=[C:4]([NH:8][C:9]2[N:14]=[C:13]([C:15]([F:18])([F:17])[F:16])[C:12]([C:19](O)=[O:20])=[CH:11][N:10]=2)[CH:5]=[CH:6][CH:7]=1.Cl.[CH3:23][NH:24][CH2:25][CH:26]1[CH2:31][CH2:30][O:29][CH2:28][CH2:27]1. (8) Given the product [S:18](=[O:20])(=[O:19])([OH:22])[OH:21].[NH2:1][C:4]1[CH:5]=[N:6][N:7]2[CH2:12][CH2:11][CH2:10][NH:9][C:8]=12, predict the reactants needed to synthesize it. The reactants are: [N+:1]([C:4]1[CH:5]=[N:6][N:7]2[CH2:12][CH2:11][CH2:10][NH:9][C:8]=12)([O-])=O.C(O)(=O)C.O.[S:18](=[O:22])(=[O:21])([OH:20])[OH:19]. (9) Given the product [CH3:33][C:6]1([CH3:7])[C:22]([CH3:27])([CH3:23])[O:28][B:29]([C:14]2[CH:19]=[CH:18][CH:17]=[CH:16][CH:15]=2)[O:30]1, predict the reactants needed to synthesize it. The reactants are: C(N([CH2:6][CH3:7])CC)C.FC(F)(F)S(O[C:14]1[CH:19]=[CH:18][CH:17]=[CH:16][CH:15]=1)(=O)=O.[C:22]1([O:28][B:29]([O-])[O-:30])[CH:27]=CC=C[CH:23]=1.O1CCOC[CH2:33]1. (10) Given the product [CH3:66][C@:63]12[C@@:62]3([CH3:67])[C@@H:53]([C@:54]4([CH3:79])[C@@H:59]([CH2:60][CH2:61]3)[C:58]([CH3:69])([CH3:68])[C:57]([C:70]3[CH:71]=[CH:72][C:73]([C:74]([OH:76])=[O:75])=[CH:77][CH:78]=3)=[CH:56][CH2:55]4)[CH2:52][CH2:51][C@@H:50]1[C@H:49]1[C@H:80]([C:83]([CH3:85])=[CH2:84])[CH2:81][CH2:82][C@:48]1([NH:47][C:45](=[O:46])[CH2:94][CH2:93][C:89]1[N:88]([CH3:87])[CH:92]=[CH:91][N:90]=1)[CH2:65][CH2:64]2, predict the reactants needed to synthesize it. The reactants are: N[C@]12CC[C@@H](C(C)=C)[C@@H]1[C@@H]1[C@@](C)(CC2)[C@@]2(C)[C@@H]([C@]3(C)[C@@H](CC2)C(C)(C)C(C2C=CC(C(OC)=O)=CC=2)=CC3)CC1.CN(C)CC[C:45]([NH:47][C@:48]12[CH2:82][CH2:81][C@@H:80]([C:83]([CH3:85])=[CH2:84])[C@@H:49]1[C@@H:50]1[C@@:63]([CH3:66])([CH2:64][CH2:65]2)[C@@:62]2([CH3:67])[C@@H:53]([C@:54]3([CH3:79])[C@@H:59]([CH2:60][CH2:61]2)[C:58]([CH3:69])([CH3:68])[C:57]([C:70]2[CH:78]=[CH:77][C:73]([C:74]([OH:76])=[O:75])=[CH:72][CH:71]=2)=[CH:56][CH2:55]3)[CH2:52][CH2:51]1)=[O:46].[CH3:87][N:88]1[CH:92]=[CH:91][N:90]=[C:89]1[CH2:93][CH2:94]C(O)=O.